This data is from Catalyst prediction with 721,799 reactions and 888 catalyst types from USPTO. The task is: Predict which catalyst facilitates the given reaction. (1) Reactant: O=P(Cl)(Cl)Cl.[CH2:6]([N:8]1[C:20]2[CH:19]=[CH:18][CH:17]=[CH:16][C:15]=2[C:14]2[C:9]1=[CH:10][CH:11]=[CH:12][CH:13]=2)[CH3:7].[C:21]([O-:24])(=O)C.[Na+].CN([CH:29]=[O:30])C. Product: [CH2:6]([N:8]1[C:20]2[CH:19]=[CH:18][C:17]([CH:29]=[O:30])=[CH:16][C:15]=2[C:14]2[C:9]1=[CH:10][CH:11]=[C:12]([CH:21]=[O:24])[CH:13]=2)[CH3:7]. The catalyst class is: 6. (2) Reactant: [Cl:1][C:2]1[CH:3]=[C:4]([C@H:9]2[C@H:13]([NH:14][CH2:15][CH3:16])[CH2:12][N:11]([C:17]([CH:19]3[CH2:24][CH2:23][N:22]([C:25]([C:27]4([CH3:30])[CH2:29][CH2:28]4)=[O:26])[CH2:21][CH2:20]3)=[O:18])[CH2:10]2)[CH:5]=[CH:6][C:7]=1[Cl:8].C(N(CC)C(C)C)(C)C.Cl[C:41]([O:43][C:44]1[CH:49]=[CH:48][C:47]([F:50])=[CH:46][CH:45]=1)=[O:42]. Product: [F:50][C:47]1[CH:48]=[CH:49][C:44]([O:43][C:41](=[O:42])[N:14]([C@H:13]2[C@H:9]([C:4]3[CH:5]=[CH:6][C:7]([Cl:8])=[C:2]([Cl:1])[CH:3]=3)[CH2:10][N:11]([C:17]([CH:19]3[CH2:24][CH2:23][N:22]([C:25]([C:27]4([CH3:30])[CH2:29][CH2:28]4)=[O:26])[CH2:21][CH2:20]3)=[O:18])[CH2:12]2)[CH2:15][CH3:16])=[CH:45][CH:46]=1. The catalyst class is: 4. (3) Reactant: C([O:3][C:4]([CH:6]1[CH2:11][N:10]([CH3:12])[CH2:9][CH2:8][N:7]1[CH3:13])=[O:5])C.[OH-].[Na+].Cl.CCOCC. Product: [CH3:13][N:7]1[CH2:8][CH2:9][N:10]([CH3:12])[CH2:11][CH:6]1[C:4]([OH:5])=[O:3]. The catalyst class is: 14. (4) Reactant: Cl[Si:2]([CH3:16])([CH3:15])[Si:3]([CH:6]1[C:10]([CH3:11])=[C:9]([CH3:12])[C:8]([CH3:13])=[C:7]1[CH3:14])([CH3:5])[CH3:4].[C:17]([NH2:21])([CH3:20])([CH3:19])[CH3:18]. Product: [C:17]([NH:21][Si:2]([CH3:16])([CH3:15])[Si:3]([CH:6]1[C:10]([CH3:11])=[C:9]([CH3:12])[C:8]([CH3:13])=[C:7]1[CH3:14])([CH3:5])[CH3:4])([CH3:20])([CH3:19])[CH3:18]. The catalyst class is: 28.